From a dataset of Forward reaction prediction with 1.9M reactions from USPTO patents (1976-2016). Predict the product of the given reaction. (1) Given the reactants C(O)(C(F)(F)F)=O.C(Cl)(Cl)Cl.C(O[C:17]([N:19]1[CH2:24][CH2:23][CH:22]([C:25]2[C:34]3[C:29](=[CH:30][C:31]([O:35][CH2:36][CH2:37][CH2:38][NH:39][S:40]([CH2:43]C)(=[O:42])=[O:41])=[CH:32][CH:33]=3)[N:28]=[CH:27][N:26]=2)[CH2:21][CH2:20]1)=[O:18])(C)(C)C.[Al].CCN(C(C)C)C(C)C.[N+](C1C=CC(OC(=O)[NH:66][C:67]2[CH:72]=[CH:71][C:70]([O:73][CH:74]([CH3:76])[CH3:75])=[CH:69][CH:68]=2)=CC=1)([O-])=O, predict the reaction product. The product is: [CH:74]([O:73][C:70]1[CH:71]=[CH:72][C:67]([NH:66][C:17]([N:19]2[CH2:20][CH2:21][CH:22]([C:25]3[C:34]4[C:29](=[CH:30][C:31]([O:35][CH2:36][CH2:37][CH2:38][NH:39][S:40]([CH3:43])(=[O:41])=[O:42])=[CH:32][CH:33]=4)[N:28]=[CH:27][N:26]=3)[CH2:23][CH2:24]2)=[O:18])=[CH:68][CH:69]=1)([CH3:76])[CH3:75]. (2) Given the reactants [H-].C([Al+]CC(C)C)C(C)C.C[O:12][C:13](=O)[C:14]1[CH:19]=[CH:18][C:17]([CH2:20][O:21][C:22]2[CH:27]=[C:26]([I:28])[C:25]([Cl:29])=[CH:24][C:23]=2[Cl:30])=[CH:16][CH:15]=1.CO, predict the reaction product. The product is: [Cl:30][C:23]1[CH:24]=[C:25]([Cl:29])[C:26]([I:28])=[CH:27][C:22]=1[O:21][CH2:20][C:17]1[CH:18]=[CH:19][C:14]([CH2:13][OH:12])=[CH:15][CH:16]=1. (3) Given the reactants [F:1][C:2]1[CH:7]=[C:6]([S:8][C:9]([F:12])([F:11])[F:10])[CH:5]=[CH:4][C:3]=1[N:13]([CH3:23])[C:14]([NH:16][CH:17]1[CH2:22][CH2:21][O:20][CH2:19][CH2:18]1)=[O:15].C(N(C(C)C)CC)(C)C.[F:33][C:34]1[CH:42]=[CH:41][CH:40]=[C:39]([F:43])[C:35]=1[C:36](Cl)=[O:37].C(OCC)(=O)C, predict the reaction product. The product is: [F:33][C:34]1[CH:42]=[CH:41][CH:40]=[C:39]([F:43])[C:35]=1[C:36]([N:16]([CH:17]1[CH2:18][CH2:19][O:20][CH2:21][CH2:22]1)[C:14]([N:13]([C:3]1[CH:4]=[CH:5][C:6]([S:8][C:9]([F:12])([F:11])[F:10])=[CH:7][C:2]=1[F:1])[CH3:23])=[O:15])=[O:37]. (4) The product is: [Br:13][C:14]1[CH:15]=[C:16]([CH:17]=[CH:7][C:8]([O:10][CH2:11][CH3:12])=[O:9])[CH:19]=[CH:20][C:21]=1[C:22]([F:23])([F:24])[F:25]. Given the reactants [H-].[Na+].P([CH2:7][C:8]([O:10][CH2:11][CH3:12])=[O:9])(O)(O)=O.[Br:13][C:14]1[CH:15]=[C:16]([CH:19]=[CH:20][C:21]=1[C:22]([F:25])([F:24])[F:23])[CH:17]=O.O, predict the reaction product. (5) Given the reactants Br[C:2]1[N:6]([C:7]2[CH:12]=[CH:11][C:10]([S:13]([CH3:16])(=[O:15])=[O:14])=[CH:9][CH:8]=2)[N:5]=[C:4]([C:17]2[CH:26]=[CH:25][C:20]([C:21]([O:23][CH3:24])=[O:22])=[CH:19][CH:18]=2)[CH:3]=1.[C:27]([C:31]1[CH:32]=[C:33](B2OC(C)(C)C(C)(C)O2)[CH:34]=[C:35]([C:37]([CH3:40])([CH3:39])[CH3:38])[CH:36]=1)([CH3:30])([CH3:29])[CH3:28].C1COCC1.C(=O)([O-])[O-].[Na+].[Na+], predict the reaction product. The product is: [C:27]([C:31]1[CH:32]=[C:33]([C:2]2[N:6]([C:7]3[CH:12]=[CH:11][C:10]([S:13]([CH3:16])(=[O:14])=[O:15])=[CH:9][CH:8]=3)[N:5]=[C:4]([C:17]3[CH:26]=[CH:25][C:20]([C:21]([O:23][CH3:24])=[O:22])=[CH:19][CH:18]=3)[CH:3]=2)[CH:34]=[C:35]([C:37]([CH3:40])([CH3:39])[CH3:38])[CH:36]=1)([CH3:30])([CH3:29])[CH3:28]. (6) The product is: [Cl:37][C:3]1[C:4]2[C:9](=[CH:8][C:7]([CH2:10][N:11]([C:26]3[N:27]=[CH:28][C:29]4[C:34]([C:35]=3[CH3:36])=[CH:33][CH:32]=[CH:31][CH:30]=4)[S:12]([C:15]3[CH:16]=[CH:17][C:18]([C:19]([O:21][CH2:22][CH3:23])=[O:20])=[CH:24][CH:25]=3)(=[O:14])=[O:13])=[CH:6][CH:5]=2)[NH:1][CH:2]=1. Given the reactants [NH:1]1[C:9]2[C:4](=[CH:5][CH:6]=[C:7]([CH2:10][N:11]([C:26]3[N:27]=[CH:28][C:29]4[C:34]([C:35]=3[CH3:36])=[CH:33][CH:32]=[CH:31][CH:30]=4)[S:12]([C:15]3[CH:25]=[CH:24][C:18]([C:19]([O:21][CH2:22][CH3:23])=[O:20])=[CH:17][CH:16]=3)(=[O:14])=[O:13])[CH:8]=2)[CH:3]=[CH:2]1.[Cl:37]N1C(=O)CCC1=O, predict the reaction product. (7) Given the reactants [Cl:1][C:2]1[CH:7]=[CH:6][C:5]([S:8]([N:11]2[C:20]3[C:15](=[CH:16][CH:17]=[CH:18][CH:19]=3)[CH2:14][CH2:13][CH2:12]2)(=[O:10])=[O:9])=[CH:4][C:3]=1[N:21]1[CH2:30][C:29]2[C:24](=[CH:25][CH:26]=[C:27]([C:31](O)=[O:32])[CH:28]=2)[NH:23][C:22]1=[O:34].B, predict the reaction product. The product is: [Cl:1][C:2]1[CH:7]=[CH:6][C:5]([S:8]([N:11]2[C:20]3[C:15](=[CH:16][CH:17]=[CH:18][CH:19]=3)[CH2:14][CH2:13][CH2:12]2)(=[O:9])=[O:10])=[CH:4][C:3]=1[N:21]1[CH2:30][C:29]2[C:24](=[CH:25][CH:26]=[C:27]([CH2:31][OH:32])[CH:28]=2)[NH:23][C:22]1=[O:34].